From a dataset of Peptide-MHC class I binding affinity with 185,985 pairs from IEDB/IMGT. Regression. Given a peptide amino acid sequence and an MHC pseudo amino acid sequence, predict their binding affinity value. This is MHC class I binding data. (1) The peptide sequence is QMLSVVGFL. The MHC is HLA-A02:01 with pseudo-sequence HLA-A02:01. The binding affinity (normalized) is 0.679. (2) The peptide sequence is PSPPPPPGL. The binding affinity (normalized) is 0.818. The MHC is Mamu-A01 with pseudo-sequence Mamu-A01. (3) The peptide sequence is WFSFGASCF. The MHC is HLA-A02:01 with pseudo-sequence HLA-A02:01. The binding affinity (normalized) is 0. (4) The peptide sequence is EEAIGKVLL. The MHC is HLA-B40:01 with pseudo-sequence HLA-B40:01. The binding affinity (normalized) is 0.757.